Dataset: Forward reaction prediction with 1.9M reactions from USPTO patents (1976-2016). Task: Predict the product of the given reaction. (1) Given the reactants [F:1][C:2]1[CH:3]=[C:4]([OH:8])[CH:5]=[CH:6][CH:7]=1.[H-].[Na+].Br[CH2:12][C:13](=[O:31])[CH2:14][C:15]([NH:17][C:18]1[CH:23]=[CH:22][C:21]([N:24]2[CH2:29][CH2:28][O:27][CH2:26][CH2:25]2)=[C:20]([F:30])[CH:19]=1)=[O:16].O, predict the reaction product. The product is: [F:30][C:20]1[CH:19]=[C:18]([NH:17][C:15](=[O:16])[CH2:14][C:13](=[O:31])[CH2:12][O:8][C:4]2[CH:5]=[CH:6][CH:7]=[C:2]([F:1])[CH:3]=2)[CH:23]=[CH:22][C:21]=1[N:24]1[CH2:25][CH2:26][O:27][CH2:28][CH2:29]1. (2) Given the reactants [F:1][C:2]([F:14])([F:13])[O:3][C:4]1[CH:9]=[CH:8][C:7]([C:10](=O)[CH3:11])=[CH:6][CH:5]=1.[H-].[Na+].[C:17]([O:24][CH2:25][CH3:26])(=[O:23])[C:18](OCC)=O.[CH2:27]([NH:29][NH2:30])[CH3:28], predict the reaction product. The product is: [CH2:27]([N:29]1[C:18]([C:17]([O:24][CH2:25][CH3:26])=[O:23])=[CH:11][C:10]([C:7]2[CH:8]=[CH:9][C:4]([O:3][C:2]([F:14])([F:13])[F:1])=[CH:5][CH:6]=2)=[N:30]1)[CH3:28]. (3) Given the reactants [CH2:1]([O:3][C:4](=[O:17])[CH2:5][NH:6][CH2:7][CH2:8][NH:9][C:10]([O:12][C:13]([CH3:16])([CH3:15])[CH3:14])=[O:11])[CH3:2].[N:18]1([CH2:27][CH2:28][C:29](O)=[O:30])[CH:26]=[C:24]([CH3:25])[C:22](=[O:23])[NH:21][C:19]1=[O:20].C1CCC(N=C=NC2CCCCC2)CC1, predict the reaction product. The product is: [CH2:1]([O:3][C:4](=[O:17])[CH2:5][N:6]([CH2:7][CH2:8][NH:9][C:10]([O:12][C:13]([CH3:16])([CH3:15])[CH3:14])=[O:11])[C:29](=[O:30])[CH2:28][CH2:27][N:18]1[CH:26]=[C:24]([CH3:25])[C:22](=[O:23])[NH:21][C:19]1=[O:20])[CH3:2]. (4) Given the reactants [F:1][C:2]1[CH:9]=[CH:8][C:5]([C:6]#[N:7])=[C:4]([CH3:10])[CH:3]=1.C1C(=O)N([Br:18])C(=O)C1.CC(N=NC(C#N)(C)C)(C#N)C, predict the reaction product. The product is: [Br:18][CH2:10][C:4]1[CH:3]=[C:2]([F:1])[CH:9]=[CH:8][C:5]=1[C:6]#[N:7].